This data is from Drug-target binding data from BindingDB using Ki measurements. The task is: Regression. Given a target protein amino acid sequence and a drug SMILES string, predict the binding affinity score between them. We predict pKi (pKi = -log10(Ki in M); higher means stronger inhibition). Dataset: bindingdb_ki. (1) The small molecule is CC(C)CCN(C[C@@H](O)[C@@H]1Cc2ccc(cc2)OCCCC[C@H](N)C(=O)N[C@@H](C(C)C)C(=O)N1)S(=O)(=O)c1ccc(N)cc1. The target protein sequence is PQITLWKRPLVTIRIGGQLKEALLDTGADDTVIEEMNLPGKWKPKMIGGIGGFIKVRQYDQIPVEIXGHKAIGTVLVGPTPVNIIGRNLLTQIGXTLNF. The pKi is 9.0. (2) The drug is Cc1ccc([C@H](C)NC(=O)Cn2nnc3cc(C)ccc3c2=O)cc1. The target protein (Q6DWJ6) has sequence MEHTHAHLAANSSLSWWSPGSACGLGFVPVVYYSLLLCLGLPANILTVIILSQLVARRQKSSYNYLLALAAADILVLFFIVFVDFLLEDFILNMQMPQVPDKIIEVLEFSSIHTSIWITVPLTIDRYIAVCHPLKYHTVSYPARTRKVIVSVYITCFLTSIPYYWWPNIWTEDYISTSVHHVLIWIHCFTVYLVPCSIFFILNSIIVYKLRRKSNFRLRGYSTGKTTAILFTITSIFATLWAPRIIMILYHLYGAPIQNRWLVHIMSDIANMLALLNTAINFFLYCFISKRFRTMAAATLKAFFKCQKQPVQFYTNHNFSITSSPWISPANSHCIKMLVYQYDKNGKPIKVSP. The pKi is 6.5. (3) The compound is OB(O)CCc1ccccc1. The target protein (P29599) has sequence AQSVPWGISRVQAPAAHNRGLTGSGVKVAVLDTGISTHPDLNIRGGASFVPGEPSTQDGNGHGTHVAGTIAALNNSIGVLGVAPSAELYAVKVLGADGRGAISSIAQGLEWAGNNGMHVANLSLGSPSPSATLEQAVNSATSRGVLVVAASGNSGASSISYPARYANAMAVGATDQNNNRASFSQYGAGLDIVAPGVNVQSTYPGSTYASLNGTSMATPHVAGAAALVKQKNPSWSNVQIRNHLKNTATSLGSTNLYGSGLVNAEAATR. The pKi is 3.1. (4) The target protein sequence is MTLHSQSTTSPLFPQISSSWVHSPSEAGLPLGTVTQLGSYQISQETGQFSSQDTSSDPLGGHTIWQVVFIAFLTGFLALVTIIGNILVIVAFKVNKQLKTVNNYFLLSLASADLIIGVISMNLFTTYIIMNRWALGNLACDLWLSIDYVASNASVMNLLVISFDRYFSITRPLTYRAKRTTKRAGVMIGLAWVISFVLWAPAILFWQYFVGKRTVPPGECFIQFLSEPTITFGTAIAAFYMPVTIMTILYWRIYKETEKRTKELAGLQASGTEIEGRIEGRIEGRTRSQITKRKRMSLIKEKKAAQTLSAILLAFIITWTPYNIMVLVNTFADSAIPKTYWNLGYWLCYINSTVNPVAYALSNKTCRTTFKTLLLSQSDKRKRRKQQYQQRQSVIFHKRVPEQAL. The compound is C[N+](C)(C)CCOC(N)=O. The pKi is 4.7.